Dataset: NCI-60 drug combinations with 297,098 pairs across 59 cell lines. Task: Regression. Given two drug SMILES strings and cell line genomic features, predict the synergy score measuring deviation from expected non-interaction effect. (1) Drug 2: CC1=C(N=C(N=C1N)C(CC(=O)N)NCC(C(=O)N)N)C(=O)NC(C(C2=CN=CN2)OC3C(C(C(C(O3)CO)O)O)OC4C(C(C(C(O4)CO)O)OC(=O)N)O)C(=O)NC(C)C(C(C)C(=O)NC(C(C)O)C(=O)NCCC5=NC(=CS5)C6=NC(=CS6)C(=O)NCCC[S+](C)C)O. Cell line: NCI-H460. Drug 1: COC1=CC(=CC(=C1O)OC)C2C3C(COC3=O)C(C4=CC5=C(C=C24)OCO5)OC6C(C(C7C(O6)COC(O7)C8=CC=CS8)O)O. Synergy scores: CSS=61.2, Synergy_ZIP=2.41, Synergy_Bliss=1.94, Synergy_Loewe=7.35, Synergy_HSA=8.39. (2) Drug 1: CC12CCC(CC1=CCC3C2CCC4(C3CC=C4C5=CN=CC=C5)C)O. Drug 2: C1CCC(C1)C(CC#N)N2C=C(C=N2)C3=C4C=CNC4=NC=N3. Cell line: MDA-MB-435. Synergy scores: CSS=6.30, Synergy_ZIP=3.37, Synergy_Bliss=9.24, Synergy_Loewe=-0.231, Synergy_HSA=3.24. (3) Drug 1: CNC(=O)C1=CC=CC=C1SC2=CC3=C(C=C2)C(=NN3)C=CC4=CC=CC=N4. Drug 2: C1CCC(CC1)NC(=O)N(CCCl)N=O. Cell line: MDA-MB-435. Synergy scores: CSS=19.9, Synergy_ZIP=4.36, Synergy_Bliss=17.2, Synergy_Loewe=10.6, Synergy_HSA=13.2. (4) Drug 1: C1=NC2=C(N=C(N=C2N1C3C(C(C(O3)CO)O)O)F)N. Drug 2: C#CCC(CC1=CN=C2C(=N1)C(=NC(=N2)N)N)C3=CC=C(C=C3)C(=O)NC(CCC(=O)O)C(=O)O. Cell line: OVCAR-4. Synergy scores: CSS=67.7, Synergy_ZIP=1.81, Synergy_Bliss=-0.714, Synergy_Loewe=-29.0, Synergy_HSA=-1.08.